This data is from Full USPTO retrosynthesis dataset with 1.9M reactions from patents (1976-2016). The task is: Predict the reactants needed to synthesize the given product. (1) Given the product [Br:1][CH2:2][C@@H:3]([C:5]1[CH:6]=[CH:7][C:8]2[O:13][C:12]([CH3:14])([CH3:15])[O:11][CH2:10][C:9]=2[CH:16]=1)[OH:4], predict the reactants needed to synthesize it. The reactants are: [Br:1][CH2:2][C:3]([C:5]1[CH:6]=[CH:7][C:8]2[O:13][C:12]([CH3:15])([CH3:14])[O:11][CH2:10][C:9]=2[CH:16]=1)=[O:4].B.C1COCC1. (2) The reactants are: [S:1]1[CH:5]=[CH:4][C:3]([C:6]([C:8]2[CH:9]=[C:10]([CH:13]=[CH:14][CH:15]=2)[C:11]#[N:12])=[O:7])=[CH:2]1.OO.C([O-])(O)=[O:19].[Na+].C(OCC)(=O)C. Given the product [S:1]1[CH:5]=[CH:4][C:3]([C:6]([C:8]2[CH:9]=[C:10]([CH:13]=[CH:14][CH:15]=2)[C:11]([NH2:12])=[O:19])=[O:7])=[CH:2]1, predict the reactants needed to synthesize it. (3) The reactants are: [NH2:1][C:2]1[CH:7]=[CH:6][C:5]([N:8]2[C:12]3[C:13]4[S:17][C:16]([NH:18][C:19](=[O:21])[CH3:20])=[N:15][C:14]=4[CH2:22][CH2:23][C:11]=3[C:10]([CH:24]3[CH2:26][CH2:25]3)=[N:9]2)=[C:4]([Cl:27])[CH:3]=1.C=O.[C:30](O[BH3-])(=O)C.[Na+].C([O-])(=O)C.[Na+].C(=O)([O-])O.[Na+]. Given the product [Cl:27][C:4]1[CH:3]=[C:2]([NH:1][CH3:30])[CH:7]=[CH:6][C:5]=1[N:8]1[C:12]2[C:13]3[S:17][C:16]([NH:18][C:19](=[O:21])[CH3:20])=[N:15][C:14]=3[CH2:22][CH2:23][C:11]=2[C:10]([CH:24]2[CH2:25][CH2:26]2)=[N:9]1, predict the reactants needed to synthesize it. (4) Given the product [CH2:16]([C:9]1[CH:10]=[CH:11][CH:12]=[C:13]([CH2:14][CH3:15])[C:8]=1[C:6]1[N:5]=[C:4]([CH3:18])[C:3]([CH2:19][N:20]2[CH2:25][CH2:24][O:23][C:22]([CH3:27])([CH3:26])[CH2:21]2)=[C:2]([O:38][C:36]2[CH:35]=[CH:34][C:30]([C:31]([NH2:33])=[O:32])=[C:29]([OH:28])[CH:37]=2)[CH:7]=1)[CH3:17], predict the reactants needed to synthesize it. The reactants are: Cl[C:2]1[CH:7]=[C:6]([C:8]2[C:13]([CH2:14][CH3:15])=[CH:12][CH:11]=[CH:10][C:9]=2[CH2:16][CH3:17])[N:5]=[C:4]([CH3:18])[C:3]=1[CH2:19][N:20]1[CH2:25][CH2:24][O:23][C:22]([CH3:27])([CH3:26])[CH2:21]1.[OH:28][C:29]1[CH:37]=[C:36]([OH:38])[CH:35]=[CH:34][C:30]=1[C:31]([NH2:33])=[O:32].C([O-])([O-])=O.[K+].[K+].CCOC(C)=O. (5) Given the product [O:34]1[CH2:39][CH2:38][CH2:37][CH2:36][CH:35]1[O:40][NH:41][C:21](=[O:24])[CH3:20], predict the reactants needed to synthesize it. The reactants are: C([C@H]1CN(C2C=C[C:21]([O:24]C)=[C:20]3C=2C=CC(C(F)(F)F)=N3)CCN1CC(O)=O)C1C=CC=CC=1.[O:34]1[CH2:39][CH2:38][CH2:37][CH2:36][CH:35]1[O:40][NH2:41].C1CCC(N=C=NC2CCCCC2)CC1.CCOC(C)=O. (6) Given the product [F:1][C:2]1[CH:3]=[CH:4][C:5]([CH:8]2[CH2:9][CH2:10][C:11](=[O:12])[CH2:16][CH2:17]2)=[CH:6][CH:7]=1, predict the reactants needed to synthesize it. The reactants are: [F:1][C:2]1[CH:7]=[CH:6][C:5]([CH:8]2[CH2:17][CH2:16][C:11]3(OCC[O:12]3)[CH2:10][CH2:9]2)=[CH:4][CH:3]=1. (7) Given the product [Cl:1][C:2]1[CH:3]=[C:4]([C:13]([NH:15][CH2:16][CH:17]2[CH2:22][CH2:21][N:20]([CH2:29][CH:23]3[CH2:28][CH2:27][CH2:26][CH2:25][CH2:24]3)[CH2:19][CH2:18]2)=[O:14])[C:5](=[O:12])[N:6]([CH:9]([CH3:10])[CH3:11])[C:7]=1[CH3:8], predict the reactants needed to synthesize it. The reactants are: [Cl:1][C:2]1[CH:3]=[C:4]([C:13]([NH:15][CH2:16][CH:17]2[CH2:22][CH2:21][NH:20][CH2:19][CH2:18]2)=[O:14])[C:5](=[O:12])[N:6]([CH:9]([CH3:11])[CH3:10])[C:7]=1[CH3:8].[CH:23]1([CH:29]=O)[CH2:28][CH2:27][CH2:26][CH2:25][CH2:24]1.C(O[BH-](OC(=O)C)OC(=O)C)(=O)C.[Na+].